Dataset: Full USPTO retrosynthesis dataset with 1.9M reactions from patents (1976-2016). Task: Predict the reactants needed to synthesize the given product. (1) Given the product [Cl:24][C:25]1[CH:26]=[C:27]([CH:31]=[CH:32][CH:33]=1)[C:28]([NH:1][C:2]1[C:3]([C:7]2[NH:23][C:10]3=[CH:11][C:12]4[C:13]([CH3:22])([CH3:21])[C:14](=[O:20])[N:15]([CH2:18][CH3:19])[C:16]=4[CH:17]=[C:9]3[N:8]=2)=[N:4][NH:5][CH:6]=1)=[O:29], predict the reactants needed to synthesize it. The reactants are: [NH2:1][C:2]1[C:3]([C:7]2[NH:23][C:10]3=[CH:11][C:12]4[C:13]([CH3:22])([CH3:21])[C:14](=[O:20])[N:15]([CH2:18][CH3:19])[C:16]=4[CH:17]=[C:9]3[N:8]=2)=[N:4][NH:5][CH:6]=1.[Cl:24][C:25]1[CH:26]=[C:27]([CH:31]=[CH:32][CH:33]=1)[C:28](Cl)=[O:29]. (2) Given the product [N:1]1[CH:6]=[CH:5][CH:4]=[N:3][C:2]=1[C:7]([OH:9])([C:10]#[CH:11])[CH3:8], predict the reactants needed to synthesize it. The reactants are: [N:1]1[CH:6]=[CH:5][CH:4]=[N:3][C:2]=1[C:7](=[O:9])[CH3:8].[C:10]([Mg]Br)#[CH:11]. (3) Given the product [Cl:8][C:6]1[CH:5]=[C:4]([C:9]([C:18]([F:21])([F:20])[F:19])([CH2:10][C:11]([C:13]2[O:14][CH:15]=[CH:16][CH:17]=2)=[O:12])[C:37]#[N:38])[CH:3]=[C:2]([Cl:1])[CH:7]=1, predict the reactants needed to synthesize it. The reactants are: [Cl:1][C:2]1[CH:3]=[C:4](/[C:9](/[C:18]([F:21])([F:20])[F:19])=[CH:10]\[C:11]([C:13]2[O:14][CH:15]=[CH:16][CH:17]=2)=[O:12])[CH:5]=[C:6]([Cl:8])[CH:7]=1.[Cl-].C1C2C(=CC3C(C=2[CH2:37][N+:38]24CCC(C(C=C)C2)CC4[C@@H](C2C4C(=CC=C(OC)C=4)N=CC=2)O)=CC=CC=3)C=CC=1.CC(C)(O)C#N.C(=O)([O-])[O-].[K+].[K+].[NH4+].[Cl-].